Dataset: Forward reaction prediction with 1.9M reactions from USPTO patents (1976-2016). Task: Predict the product of the given reaction. (1) Given the reactants Br[CH2:2][C:3]([C:5]1[CH:14]=[CH:13][C:12]2[C:11]([CH3:16])([CH3:15])[CH2:10][CH2:9][C:8]([CH3:18])([CH3:17])[C:7]=2[CH:6]=1)=O.C(OC([N:26]1[CH2:31][CH2:30][CH:29]([C:32](=[S:34])[NH2:33])[CH2:28][CH2:27]1)=O)(C)(C)C, predict the reaction product. The product is: [CH3:15][C:11]1([CH3:16])[CH2:10][CH2:9][C:8]([CH3:18])([CH3:17])[C:7]2[CH:6]=[C:5]([C:3]3[N:33]=[C:32]([CH:29]4[CH2:30][CH2:31][NH:26][CH2:27][CH2:28]4)[S:34][CH:2]=3)[CH:14]=[CH:13][C:12]1=2. (2) The product is: [NH2:1][CH2:2][CH2:3][CH2:4][CH2:5][CH2:6][NH2:7].[O-:11][S:8]([O-:12])(=[O:10])=[O:9].[Na+:21].[Na+:21].[S:8]([OH:12])([OH:11])(=[O:10])=[O:9].[NH2:13][CH2:14][CH2:15][CH2:16][CH2:17][CH2:18][NH2:19].[OH-:20].[Na+:21]. Given the reactants [NH2:1][CH2:2][CH2:3][CH2:4][CH2:5][CH2:6][NH2:7].[S:8]([OH:12])([OH:11])(=[O:10])=[O:9].[NH2:13][CH2:14][CH2:15][CH2:16][CH2:17][CH2:18][NH2:19].[OH-:20].[Na+:21], predict the reaction product. (3) Given the reactants [N:1]1[C:10]2[C:5](=[CH:6][CH:7]=[CH:8][CH:9]=2)[CH:4]=[CH:3][C:2]=1[CH:11]=O.[CH3:13][O:14][C:15]1[CH:16]=[C:17]([CH:21]=[CH:22][C:23]=1[O:24][CH3:25])[CH2:18][C:19]#[N:20], predict the reaction product. The product is: [CH3:13][O:14][C:15]1[CH:16]=[C:17](/[C:18](=[CH:11]/[C:2]2[CH:3]=[CH:4][C:5]3[C:10](=[CH:9][CH:8]=[CH:7][CH:6]=3)[N:1]=2)/[C:19]#[N:20])[CH:21]=[CH:22][C:23]=1[O:24][CH3:25].